The task is: Predict the reactants needed to synthesize the given product.. This data is from Full USPTO retrosynthesis dataset with 1.9M reactions from patents (1976-2016). (1) Given the product [CH3:9][O:10][C:7]([C:2]1[CH:3]=[N:4][CH:5]=[CH:6][N:1]=1)=[NH:8], predict the reactants needed to synthesize it. The reactants are: [N:1]1[CH:6]=[CH:5][N:4]=[CH:3][C:2]=1[C:7]#[N:8].[CH3:9][O-:10].[Na+]. (2) Given the product [CH2:3]([O:36][C:35](=[O:37])[CH:34]=[C:33]([C:27]1[CH:28]=[CH:29][C:30]([O:31][CH3:32])=[C:25]([O:24][CH3:23])[CH:26]=1)[C:38]1[CH:39]=[C:40]([O:46][CH3:47])[CH:41]=[C:42]([O:44][CH3:45])[CH:43]=1)[CH3:8], predict the reactants needed to synthesize it. The reactants are: CO[C:3]1C=C(C(C2C=C(OC)C=C(OC)C=2)=O)C=C[C:8]=1OC.[CH3:23][O:24][C:25]1[CH:26]=[C:27]([C:33]([C:38]2[CH:43]=[C:42]([O:44][CH3:45])[CH:41]=[C:40]([O:46][CH3:47])[CH:39]=2)=[CH:34][C:35]([OH:37])=[O:36])[CH:28]=[CH:29][C:30]=1[O:31][CH3:32].COC(=O)CP(OCC)(OCC)=O.C[Si]([N-][Si](C)(C)C)(C)C.[Li+].COC1C=C(C(C2C=CC=C(OC)C=2)=CC#N)C=C(OC)C=1. (3) The reactants are: [CH2:1]([N:8]1[CH2:18][CH2:17][C:11]2[N:12]=[CH:13][N:14]=[C:15](Cl)[C:10]=2[CH2:9]1)[C:2]1[CH:7]=[CH:6][CH:5]=[CH:4][CH:3]=1.[C:19]([C:23]1[N:28]=[CH:27][C:26]([NH2:29])=[CH:25][CH:24]=1)([CH3:22])([CH3:21])[CH3:20]. Given the product [CH2:1]([N:8]1[CH2:18][CH2:17][C:11]2[N:12]=[CH:13][N:14]=[C:15]([NH:29][C:26]3[CH:27]=[N:28][C:23]([C:19]([CH3:22])([CH3:21])[CH3:20])=[CH:24][CH:25]=3)[C:10]=2[CH2:9]1)[C:2]1[CH:7]=[CH:6][CH:5]=[CH:4][CH:3]=1, predict the reactants needed to synthesize it. (4) Given the product [ClH:3].[CH2:4]([O:6][C:7]1[CH:8]=[CH:9][C:10]2[N:14]=[C:13]([CH2:15][O:16][C:17]3[CH:18]=[C:19]([CH:24]=[CH:25][CH:26]=3)[C:20]([OH:22])=[O:21])[N:12]([CH3:27])[C:11]=2[CH:28]=1)[CH3:5], predict the reactants needed to synthesize it. The reactants are: [OH-].[Na+].[ClH:3].[CH2:4]([O:6][C:7]1[CH:8]=[CH:9][C:10]2[N:14]=[C:13]([CH2:15][O:16][C:17]3[CH:18]=[C:19]([CH:24]=[CH:25][CH:26]=3)[C:20]([O:22]C)=[O:21])[N:12]([CH3:27])[C:11]=2[CH:28]=1)[CH3:5].Cl. (5) Given the product [O:28]1[C:32]2([CH2:37][CH2:36][C:35]([C:2]3[S:6][C:5]([C:7]([OH:9])=[O:8])=[C:4]([N:10]([C@H:20]4[CH2:21][CH2:22][C@H:23]([OH:26])[CH2:24][CH2:25]4)[C:11]([C@H:13]4[CH2:18][CH2:17][C@H:16]([CH3:19])[CH2:15][CH2:14]4)=[O:12])[CH:3]=3)=[CH:34][CH2:33]2)[O:31][CH2:30][CH2:29]1, predict the reactants needed to synthesize it. The reactants are: Br[C:2]1[S:6][C:5]([C:7]([O-:9])=[O:8])=[C:4]([N:10]([C@H:20]2[CH2:25][CH2:24][C@H:23]([OH:26])[CH2:22][CH2:21]2)[C:11]([C@H:13]2[CH2:18][CH2:17][C@H:16]([CH3:19])[CH2:15][CH2:14]2)=[O:12])[CH:3]=1.[Li+].[O:28]1[C:32]2([CH2:37][CH2:36][C:35](B(O)O)=[CH:34][CH2:33]2)[O:31][CH2:30][CH2:29]1.C([O-])([O-])=O.[Na+].[Na+]. (6) Given the product [Cl:1][C:2]1[C:3]([NH:26][C:27]2[CH:32]=[CH:31][C:30]([O:33][CH3:34])=[CH:29][C:28]=2[N:35]2[CH:39]=[CH:38][CH:37]=[N:36]2)=[N:4][C:5]([NH:8][C:9]2[CH:10]=[CH:11][C:12]3[CH2:18][CH2:17][CH:16]([OH:51])[CH2:15][CH2:14][C:13]=3[CH:25]=2)=[N:6][CH:7]=1, predict the reactants needed to synthesize it. The reactants are: [Cl:1][C:2]1[C:3]([NH:26][C:27]2[CH:32]=[CH:31][C:30]([O:33][CH3:34])=[CH:29][C:28]=2[N:35]2[CH:39]=[CH:38][CH:37]=[N:36]2)=[N:4][C:5]([NH:8][C:9]2[CH:10]=[CH:11][C:12]3[CH2:18][CH2:17][CH:16](N4CCOCC4)[CH2:15][CH2:14][C:13]=3[CH:25]=2)=[N:6][CH:7]=1.NC1C=CC2CCC([OH:51])CCC=2C=1. (7) Given the product [NH2:7][CH2:8]/[CH:9]=[CH:10]/[C:11]1[C:20]2[C:15](=[CH:16][C:17]([Cl:21])=[CH:18][CH:19]=2)[C:14]2=[N:22][NH:23][C:24](=[O:25])[N:13]2[CH:12]=1, predict the reactants needed to synthesize it. The reactants are: C(OC(=O)[NH:7][CH2:8]/[CH:9]=[CH:10]/[C:11]1[C:20]2[C:15](=[CH:16][C:17]([Cl:21])=[CH:18][CH:19]=2)[C:14]2=[N:22][NH:23][C:24](=[O:25])[N:13]2[CH:12]=1)(C)(C)C.